Dataset: Reaction yield outcomes from USPTO patents with 853,638 reactions. Task: Predict the reaction yield, written as a fraction of the theoretical maximum amount of product (1.0 means a 100% yield; for example, 0.34 means a 34% yield). (1) The reactants are [Si:1]([O:8][C:9]1([C:15]([O:17][CH2:18][CH3:19])=[O:16])[CH2:11][CH:10]1C(O)=O)([C:4]([CH3:7])([CH3:6])[CH3:5])([CH3:3])[CH3:2].CC[N:22]([CH:26](C)C)C(C)C.C1C=CC(P(N=[N+]=[N-])(C2C=CC=CC=2)=[O:36])=CC=1.[CH2:46]([OH:53])[C:47]1[CH:52]=[CH:51][CH:50]=[CH:49][CH:48]=1. The catalyst is C1(C)C=CC=CC=1.C(OCC)(=O)C. The product is [CH2:18]([O:17][C:15]([C:9]1([O:8][Si:1]([C:4]([CH3:5])([CH3:6])[CH3:7])([CH3:2])[CH3:3])[CH2:11][CH:10]1[NH:22][C:26]([O:53][CH2:46][C:47]1[CH:52]=[CH:51][CH:50]=[CH:49][CH:48]=1)=[O:36])=[O:16])[CH3:19]. The yield is 0.300. (2) The reactants are [C:1]1([C:33]2[CH:38]=[CH:37][CH:36]=[CH:35][CH:34]=2)[CH:6]=[CH:5][C:4]([C@@:7]2([S:31][CH3:32])[CH2:11][N:10]([C:12](=[O:26])[C@@H:13]([NH:18][C:19]([O:21][C:22]([CH3:25])([CH3:24])[CH3:23])=[O:20])[C:14]([CH3:17])([CH3:16])[CH3:15])[C@H:9]([C:27]([O:29]C)=[O:28])[CH2:8]2)=[CH:3][CH:2]=1.O.[OH-].[Li+]. The catalyst is C1COCC1.CO.O. The product is [C:1]1([C:33]2[CH:34]=[CH:35][CH:36]=[CH:37][CH:38]=2)[CH:6]=[CH:5][C:4]([C@@:7]2([S:31][CH3:32])[CH2:11][N:10]([C:12](=[O:26])[C@@H:13]([NH:18][C:19]([O:21][C:22]([CH3:25])([CH3:24])[CH3:23])=[O:20])[C:14]([CH3:15])([CH3:16])[CH3:17])[C@H:9]([C:27]([OH:29])=[O:28])[CH2:8]2)=[CH:3][CH:2]=1. The yield is 0.770. (3) The reactants are C(OCC(C)C)(=[O:3])C.[F:9][CH:10]([F:33])[O:11][C:12]1[CH:32]=[CH:31][C:15]2[NH:16][C:17]([S:19][CH2:20][C:21]3[C:26]([O:27][CH3:28])=[C:25]([O:29][CH3:30])[CH:24]=[CH:23][N:22]=3)=[N:18][C:14]=2[CH:13]=1.[OH-].[Na+].[O-]Cl.[Na+]. The catalyst is S(S([O-])=O)([O-])(=O)=O.[Na+].[Na+]. The product is [CH3:30][O:29][C:25]1[CH:24]=[CH:23][N:22]=[C:21]([CH2:20][S+:19]([O-:3])[C:17]2[NH:16][C:15]3[CH:31]=[CH:32][C:12]([O:11][CH:10]([F:9])[F:33])=[CH:13][C:14]=3[N:18]=2)[C:26]=1[O:27][CH3:28]. The yield is 0.830. (4) The reactants are [CH2:1]([N:3]([CH2:38][CH3:39])[CH2:4][CH2:5][CH2:6][NH:7][C:8]1[N:9]=[C:10]([C:27]2[CH:28]=[C:29]([CH:33]=[C:34]([F:37])[C:35]=2[CH3:36])[C:30](O)=[O:31])[C:11]2[CH:17]=[CH:16][C:15](=[O:18])[N:14]([C:19]3[C:24]([F:25])=[CH:23][CH:22]=[CH:21][C:20]=3[F:26])[C:12]=2[N:13]=1)[CH3:2].CN(C(O[N:55]1N=[N:55][C:50]2[CH:51]=[CH:52][CH:52]=[CH:51][C:50]1=2)=[N+](C)C)C.F[P-](F)(F)(F)(F)F.C(N(CC)CC)C.C1(N)CC1. The catalyst is CN(C=O)C. The product is [CH:50]1([NH:55][C:30](=[O:31])[C:29]2[CH:33]=[C:34]([F:37])[C:35]([CH3:36])=[C:27]([C:10]3[C:11]4[CH:17]=[CH:16][C:15](=[O:18])[N:14]([C:19]5[C:24]([F:25])=[CH:23][CH:22]=[CH:21][C:20]=5[F:26])[C:12]=4[N:13]=[C:8]([NH:7][CH2:6][CH2:5][CH2:4][N:3]([CH2:38][CH3:39])[CH2:1][CH3:2])[N:9]=3)[CH:28]=2)[CH2:52][CH2:51]1. The yield is 0.600. (5) The reactants are [C:1]([C@@H:3]1[N:8]2[CH2:9][CH2:10][N:11]([C:13]3[C:14](C#N)=[N:15][CH:16]=[CH:17][N:18]=3)[CH2:12][C@@H:7]2[CH2:6][CH2:5][CH2:4]1)#[CH:2].I[C:22]1[CH:23]=[C:24]([CH:27]=[CH:28][CH:29]=1)[C:25]#[N:26].[N-:30]=[N+:31]=[N-:32].[Na+].O=C1O[C@H]([C@H](CO)O)C([O-])=C1O.[Na+].[NH:47]1CCC[C@H:48]1C(O)=O.C([O-])([O-])=O.[Na+].[Na+]. The catalyst is CS(C)=O.C(Cl)Cl.O. The product is [C:25]([C:24]1[CH:23]=[C:22]([C:2]2[NH:32][N:31]=[N:30][C:1]=2[C@@H:3]2[N:8]3[CH2:9][CH2:10][N:11]([C:13]4[N:18]=[C:17]([C:48]#[N:47])[CH:16]=[N:15][CH:14]=4)[CH2:12][C@@H:7]3[CH2:6][CH2:5][CH2:4]2)[CH:29]=[CH:28][CH:27]=1)#[N:26]. The yield is 0.530. (6) The reactants are [CH3:1][O:2][C:3]1[CH:4]=[C:5]2[C:10](=[CH:11][C:12]=1[O:13][CH3:14])[N:9]=[CH:8][CH:7]=[C:6]2[O:15][C:16]1[CH:22]=[CH:21][C:19]([NH2:20])=[CH:18][CH:17]=1.C(O)C.[Cl:26][C:27]1[CH:32]=[CH:31][C:30]([C:33]([N:35]=[C:36]=[S:37])=[O:34])=[CH:29][CH:28]=1. The catalyst is C1(C)C=CC=CC=1. The product is [Cl:26][C:27]1[CH:32]=[CH:31][C:30]([C:33]([NH:35][C:36]([NH:20][C:19]2[CH:21]=[CH:22][C:16]([O:15][C:6]3[C:5]4[C:10](=[CH:11][C:12]([O:13][CH3:14])=[C:3]([O:2][CH3:1])[CH:4]=4)[N:9]=[CH:8][CH:7]=3)=[CH:17][CH:18]=2)=[S:37])=[O:34])=[CH:29][CH:28]=1. The yield is 0.920. (7) The reactants are Cl.[CH3:2][C:3]1[CH:11]=[CH:10][C:9]2[C@@H:8]([NH2:12])[CH2:7][CH2:6][C:5]=2[N:4]=1.[CH:13]1([C:16]2[C:24]3[C:19](=[N:20][C:21]([O:28][CH2:29][C:30](O)=[O:31])=[CH:22][C:23]=3[CH:25]([F:27])[F:26])[N:18]([CH3:33])[N:17]=2)[CH2:15][CH2:14]1.CCN(C(C)C)C(C)C.CN(C(ON1N=NC2C=CC=NC1=2)=[N+](C)C)C.F[P-](F)(F)(F)(F)F. The catalyst is CN(C=O)C.CCOC(C)=O. The product is [CH:13]1([C:16]2[C:24]3[C:19](=[N:20][C:21]([O:28][CH2:29][C:30]([NH:12][C@@H:8]4[C:9]5[C:5](=[N:4][C:3]([CH3:2])=[CH:11][CH:10]=5)[CH2:6][CH2:7]4)=[O:31])=[CH:22][C:23]=3[CH:25]([F:26])[F:27])[N:18]([CH3:33])[N:17]=2)[CH2:14][CH2:15]1. The yield is 0.720.